From a dataset of Rat liver microsome stability data. Regression/Classification. Given a drug SMILES string, predict its absorption, distribution, metabolism, or excretion properties. Task type varies by dataset: regression for continuous measurements (e.g., permeability, clearance, half-life) or binary classification for categorical outcomes (e.g., BBB penetration, CYP inhibition). Dataset: rlm. (1) The compound is O=S(=O)(NC1CCNCC1)c1cc(S(=O)(=O)c2ccccc2)ccc1C(F)(F)F. The result is 0 (unstable in rat liver microsomes). (2) The compound is O=C(COc1ccccc1)NC(c1cccc([N+](=O)[O-])c1)c1cc(Br)c2cccnc2c1O. The result is 1 (stable in rat liver microsomes). (3) The drug is CN1CCCN(CC(=O)NCCCC2CCCC2)CC1. The result is 1 (stable in rat liver microsomes). (4) The compound is CCOC(=O)c1ccnc2cc(C(OCCN3CCCCC3)c3ccccc3Cl)sc12. The result is 1 (stable in rat liver microsomes). (5) The molecule is O=S(=O)(Nc1nccs1)c1ccc(NCc2ccccc2O)cc1. The result is 1 (stable in rat liver microsomes).